Dataset: Reaction yield outcomes from USPTO patents with 853,638 reactions. Task: Predict the reaction yield, written as a fraction of the theoretical maximum amount of product (1.0 means a 100% yield; for example, 0.34 means a 34% yield). (1) The reactants are [CH3:1][O:2][C:3]1[CH:4]=[C:5](CCN)[CH:6]=[CH:7][CH:8]=1.Br[CH2:13][CH2:14][CH2:15][C:16]([O:18][CH2:19][CH3:20])=[O:17].[CH:21]([N:24](C(C)C)CC)(C)[CH3:22]. No catalyst specified. The product is [CH2:21]([N:24]([C:5]1[CH:6]=[CH:7][CH:8]=[C:3]([O:2][CH3:1])[CH:4]=1)[CH2:13][CH2:14][CH2:15][C:16]([O:18][CH2:19][CH3:20])=[O:17])[CH3:22]. The yield is 0.950. (2) The reactants are Br[C:2]1[CH:3]=[C:4]2[C:9](=[CH:10][CH:11]=1)[N:8]=[CH:7][C:6]([C:12](=[O:14])[CH3:13])=[C:5]2[NH:15][CH:16]1[CH2:21][CH2:20][CH:19]([N:22]([CH2:25][CH3:26])[CH2:23][CH3:24])[CH2:18][CH2:17]1.[Cl:27][C:28]1[CH:29]=[C:30](B(O)O)[CH:31]=[CH:32][C:33]=1[OH:34]. No catalyst specified. The product is [Cl:27][C:28]1[CH:29]=[C:30]([C:2]2[CH:3]=[C:4]3[C:9](=[CH:10][CH:11]=2)[N:8]=[CH:7][C:6]([C:12](=[O:14])[CH3:13])=[C:5]3[NH:15][CH:16]2[CH2:21][CH2:20][CH:19]([N:22]([CH2:25][CH3:26])[CH2:23][CH3:24])[CH2:18][CH2:17]2)[CH:31]=[CH:32][C:33]=1[OH:34]. The yield is 0.590. (3) The reactants are [Cl:1][C:2]1[CH:7]=[CH:6][C:5]([S:8][CH2:9][C:10]2[CH:11]=[C:12]([CH:16]=[CH:17][CH:18]=2)[C:13](O)=[O:14])=[C:4]([NH:19][S:20]([C:23]2[CH:28]=[CH:27][C:26]([Cl:29])=[C:25]([C:30]([F:33])([F:32])[F:31])[CH:24]=2)(=[O:22])=[O:21])[CH:3]=1.[N:34]1([CH2:39][CH2:40][NH2:41])[CH2:38][CH2:37][CH2:36][CH2:35]1.C(Cl)CCl. The catalyst is CN(C1C=CN=CC=1)C.CN(C=O)C. The product is [Cl:1][C:2]1[CH:7]=[CH:6][C:5]([S:8][CH2:9][C:10]2[CH:11]=[C:12]([CH:16]=[CH:17][CH:18]=2)[C:13]([NH:41][CH2:40][CH2:39][N:34]2[CH2:38][CH2:37][CH2:36][CH2:35]2)=[O:14])=[C:4]([NH:19][S:20]([C:23]2[CH:28]=[CH:27][C:26]([Cl:29])=[C:25]([C:30]([F:31])([F:32])[F:33])[CH:24]=2)(=[O:22])=[O:21])[CH:3]=1. The yield is 0.800. (4) The reactants are C[O:2][C:3]([C:5]1[CH:9]=[C:8]([C:10]([O:12][CH3:13])=[O:11])[N:7]([CH3:14])[N:6]=1)=[O:4].O1CCOCC1.S(=O)(=O)(O)O. The catalyst is O. The product is [CH3:13][O:12][C:10]([C:8]1[N:7]([CH3:14])[N:6]=[C:5]([C:3]([OH:4])=[O:2])[CH:9]=1)=[O:11]. The yield is 0.680. (5) The reactants are [NH2:1][C:2]1[CH:27]=[CH:26][C:5]([O:6][C:7]2[CH:12]=[CH:11][N:10]=[C:9]([NH:13][C:14]([N:16]3[CH2:21][CH2:20][CH:19]([CH2:22][N:23]([CH3:25])[CH3:24])[CH2:18][CH2:17]3)=[O:15])[CH:8]=2)=[CH:4][CH:3]=1.[F:28][C:29]1[CH:34]=[CH:33][C:32]([CH2:35][C:36]([N:38]=[C:39]=[O:40])=[O:37])=[CH:31][CH:30]=1. The catalyst is O1CCCC1. The product is [CH3:25][N:23]([CH2:22][CH:19]1[CH2:20][CH2:21][N:16]([C:14]([NH:13][C:9]2[CH:8]=[C:7]([O:6][C:5]3[CH:26]=[CH:27][C:2]([NH:1][C:39]([NH:38][C:36](=[O:37])[CH2:35][C:32]4[CH:33]=[CH:34][C:29]([F:28])=[CH:30][CH:31]=4)=[O:40])=[CH:3][CH:4]=3)[CH:12]=[CH:11][N:10]=2)=[O:15])[CH2:17][CH2:18]1)[CH3:24]. The yield is 0.360. (6) The reactants are FC(F)(F)C1C=CC(CBr)=CC=1.Br[CH2:14][C:15]1[CH:20]=[CH:19][C:18]([F:21])=[CH:17][CH:16]=1.[CH3:22][C:23]1[N:24]=[C:25]([N:33]2[CH2:37][CH2:36][NH:35][C:34]2=[O:38])[S:26][C:27]=1[C:28]([O:30][CH2:31][CH3:32])=[O:29]. No catalyst specified. The product is [F:21][C:18]1[CH:19]=[CH:20][C:15]([CH2:14][N:35]2[CH2:36][CH2:37][N:33]([C:25]3[S:26][C:27]([C:28]([O:30][CH2:31][CH3:32])=[O:29])=[C:23]([CH3:22])[N:24]=3)[C:34]2=[O:38])=[CH:16][CH:17]=1. The yield is 0.690.